This data is from Retrosynthesis with 50K atom-mapped reactions and 10 reaction types from USPTO. The task is: Predict the reactants needed to synthesize the given product. (1) Given the product COC(=O)c1ccc(-c2ccn(CC(=O)Nc3cnc4ccccc4c3)n2)s1, predict the reactants needed to synthesize it. The reactants are: COC(=O)c1ccc(-c2ccn(CC(=O)O)n2)s1.Nc1cnc2ccccc2c1. (2) The reactants are: CCOC(=O)CC1CCC2(CC1)CCN(CCC1CCNCC1)CC2. Given the product O=C(O)CC1CCC2(CC1)CCN(CCC1CCNCC1)CC2, predict the reactants needed to synthesize it. (3) The reactants are: C=CCCC[C@H]1CC[C@H](c2ccc(C(C)=O)cc2)CC1. Given the product C=CCCC[C@H]1CC[C@H](c2ccc(CC)cc2)CC1, predict the reactants needed to synthesize it.